From a dataset of Forward reaction prediction with 1.9M reactions from USPTO patents (1976-2016). Predict the product of the given reaction. The product is: [Cl:14][C:8]1[CH:7]=[C:6]2[C:11]([C:12](=[O:13])[C:3]([CH2:2][NH:1][C:28]([C:25]3[CH:26]=[CH:27][N:22]([CH3:21])[C:23](=[O:31])[CH:24]=3)=[O:29])=[CH:4][N:5]2[C:15]2[CH:16]=[CH:17][CH:18]=[CH:19][CH:20]=2)=[CH:10][CH:9]=1. Given the reactants [NH2:1][CH2:2][C:3]1[C:12](=[O:13])[C:11]2[C:6](=[CH:7][C:8]([Cl:14])=[CH:9][CH:10]=2)[N:5]([C:15]2[CH:20]=[CH:19][CH:18]=[CH:17][CH:16]=2)[CH:4]=1.[CH3:21][N:22]1[CH:27]=[CH:26][C:25]([C:28](O)=[O:29])=[CH:24][C:23]1=[O:31], predict the reaction product.